Dataset: Reaction yield outcomes from USPTO patents with 853,638 reactions. Task: Predict the reaction yield, written as a fraction of the theoretical maximum amount of product (1.0 means a 100% yield; for example, 0.34 means a 34% yield). (1) The reactants are [CH3:1][P:2](=[O:9])([O:6][CH2:7][CH3:8])[O:3][CH2:4][CH3:5].[Li]CCCC.[CH:15]1([S:18]([NH:21][C:22]23[CH2:29][CH2:28][C:25](C(OC)=O)([CH2:26][CH2:27]2)[CH2:24][CH2:23]3)(=[O:20])=[O:19])[CH2:17][CH2:16]1.[NH4+].[Cl-]. The catalyst is C1COCC1. The product is [CH:15]1([S:18]([NH:21][C:22]23[CH2:29][CH2:28][C:25]([CH2:1][P:2](=[O:9])([O:6][CH2:7][CH3:8])[O:3][CH2:4][CH3:5])([CH2:24][CH2:23]2)[CH2:26][CH2:27]3)(=[O:20])=[O:19])[CH2:17][CH2:16]1. The yield is 1.00. (2) The reactants are Cl[C:2]1[N:7]=[C:6](Cl)[C:5]([F:9])=[CH:4][N:3]=1.[N+:10]([C:13]1[CH:14]=[C:15]([CH:17]=[CH:18][CH:19]=1)[NH2:16])([O-:12])=[O:11]. The catalyst is CO.O. The product is [N+:10]([C:13]1[CH:14]=[C:15]([NH:16][C:2]2[N:7]=[C:6]([NH:16][C:15]3[CH:17]=[CH:18][CH:19]=[C:13]([N+:10]([O-:12])=[O:11])[CH:14]=3)[C:5]([F:9])=[CH:4][N:3]=2)[CH:17]=[CH:18][CH:19]=1)([O-:12])=[O:11]. The yield is 0.760. (3) The reactants are [N+:1]([C:4]1[CH:9]=[CH:8][C:7]([C:10]2[CH2:11][CH2:12][NH:13][CH2:14][CH:15]=2)=[CH:6][N:5]=1)([O-:3])=[O:2].C=O.[C:18](O)(=O)C. The catalyst is CO. The product is [CH3:18][N:13]1[CH2:12][CH:11]=[C:10]([C:7]2[CH:8]=[CH:9][C:4]([N+:1]([O-:3])=[O:2])=[N:5][CH:6]=2)[CH2:15][CH2:14]1. The yield is 0.780. (4) The reactants are [C:1]1([C:7]2[CH:11]=[CH:10][N:9](C(OC(C)(C)C)=O)[C:8]=2[C:19]([O:21][CH3:22])=[O:20])[CH:6]=[CH:5][CH:4]=[CH:3][CH:2]=1.C(O)(C(F)(F)F)=O. The catalyst is C(Cl)Cl. The product is [C:1]1([C:7]2[CH:11]=[CH:10][NH:9][C:8]=2[C:19]([O:21][CH3:22])=[O:20])[CH:2]=[CH:3][CH:4]=[CH:5][CH:6]=1. The yield is 0.624. (5) The yield is 0.420. The product is [C:1]1([C@H:7]([NH:10][C:11]([C:13]2[CH:14]=[C:15]([Br:22])[N:16]3[C:21]=2[CH2:20][CH2:19][CH2:18][CH2:17]3)=[O:12])[CH2:8][CH3:9])[CH:6]=[CH:5][CH:4]=[CH:3][CH:2]=1. The catalyst is ClCCl. The reactants are [C:1]1([C@H:7]([NH:10][C:11]([C:13]2[CH:14]=[CH:15][N:16]3[C:21]=2[CH2:20][CH2:19][CH2:18][CH2:17]3)=[O:12])[CH2:8][CH3:9])[CH:6]=[CH:5][CH:4]=[CH:3][CH:2]=1.[Br:22]N1C(=O)CCC1=O.[OH-].[Na+]. (6) The reactants are C(NC1C=CC(C2C=C3C(CN([C@@H](C(C)C)C(OC)=O)C3=O)=CC=2)=CC=1)(=O)C1C=CC=CC=1.[NH2:34][C:35]1[CH:40]=[CH:39][C:38]([C:41]2[CH:49]=[C:48]3[C:44]([CH2:45][N:46]([C@@H:51]([CH:56]([CH3:58])[CH3:57])[C:52]([O:54][CH3:55])=[O:53])[C:47]3=[O:50])=[CH:43][CH:42]=2)=[CH:37][CH:36]=1.[F:59][C:60]1[CH:68]=[CH:67][C:63]([C:64](Cl)=[O:65])=[C:62]([C:69]([F:72])([F:71])[F:70])[CH:61]=1. No catalyst specified. The product is [F:59][C:60]1[CH:68]=[CH:67][C:63]([C:64]([NH:34][C:35]2[CH:36]=[CH:37][C:38]([C:41]3[CH:49]=[C:48]4[C:44]([CH2:45][N:46]([C@@H:51]([CH:56]([CH3:58])[CH3:57])[C:52]([O:54][CH3:55])=[O:53])[C:47]4=[O:50])=[CH:43][CH:42]=3)=[CH:39][CH:40]=2)=[O:65])=[C:62]([C:69]([F:70])([F:71])[F:72])[CH:61]=1. The yield is 0.640.